From a dataset of Full USPTO retrosynthesis dataset with 1.9M reactions from patents (1976-2016). Predict the reactants needed to synthesize the given product. (1) Given the product [Cl:1][C:2]1[CH:7]=[CH:6][C:5]([CH2:8][C@@H:9]([NH:30][C:58]([CH:49]2[CH2:50][C:51]3[C:56](=[CH:55][CH:54]=[CH:53][CH:52]=3)[CH2:57][N:48]2[C:61]([O:63][C:64]([CH3:67])([CH3:66])[CH3:65])=[O:62])=[O:60])[C:10]([N:12]2[CH2:17][CH2:16][N:15]([C:18]3[CH:23]=[CH:22][CH:21]=[CH:20][C:19]=3[N:24]([CH3:29])[S:25]([CH3:28])(=[O:26])=[O:27])[CH2:14][CH2:13]2)=[O:11])=[CH:4][CH:3]=1, predict the reactants needed to synthesize it. The reactants are: [Cl:1][C:2]1[CH:7]=[CH:6][C:5]([CH2:8][C@@H:9]([NH:30]C(OC(C)(C)C)=O)[C:10]([N:12]2[CH2:17][CH2:16][N:15]([C:18]3[CH:23]=[CH:22][CH:21]=[CH:20][C:19]=3[N:24]([CH3:29])[S:25]([CH3:28])(=[O:27])=[O:26])[CH2:14][CH2:13]2)=[O:11])=[CH:4][CH:3]=1.Cl.CCN(C(C)C)C(C)C.[N:48]1([C:61]([O:63][C:64]([CH3:67])([CH3:66])[CH3:65])=[O:62])[CH2:57][C:56]2[C:51](=[CH:52][CH:53]=[CH:54][CH:55]=2)[CH2:50][C@H:49]1[C:58]([OH:60])=O.CCN=C=NCCCN(C)C.CI.C1C=NC2N(O)N=NC=2C=1. (2) Given the product [CH2:8]([O:7][C:5](=[O:6])[CH2:4][CH2:3][CH2:2][O:10][N:11]1[C:15](=[O:16])[C:14]2[C:13](=[CH:20][CH:19]=[CH:18][CH:17]=2)[C:12]1=[O:21])[CH3:9], predict the reactants needed to synthesize it. The reactants are: Br[CH2:2][CH2:3][CH2:4][C:5]([O:7][CH2:8][CH3:9])=[O:6].[OH:10][N:11]1[C:15](=[O:16])[C:14]2=[CH:17][CH:18]=[CH:19][CH:20]=[C:13]2[C:12]1=[O:21].CCN(C(C)C)C(C)C.[Cl-].[NH4+]. (3) Given the product [F:1][C:2]1([F:13])[CH2:5][N:4]([CH:6]2[CH2:11][CH2:10][C:9]([C:16]3[C:17]4[C:22](=[CH:21][CH:20]=[CH:19][CH:18]=4)[NH:14][CH:15]=3)=[CH:8][CH2:7]2)[CH2:3]1, predict the reactants needed to synthesize it. The reactants are: [F:1][C:2]1([F:13])[CH2:5][N:4]([CH:6]2[CH2:11][CH2:10][C:9](=O)[CH2:8][CH2:7]2)[CH2:3]1.[NH:14]1[C:22]2[C:17](=[CH:18][CH:19]=[CH:20][CH:21]=2)[CH:16]=[CH:15]1.[OH-].[K+]. (4) Given the product [C:15]([C:7]1[CH:6]=[CH:5][C:4]([CH2:9][OH:10])=[CH:3][C:2]=1[F:1])#[CH:16], predict the reactants needed to synthesize it. The reactants are: [F:1][C:2]1[CH:3]=[C:4]([CH2:9][OH:10])[CH:5]=[CH:6][C:7]=1I.C[Si]([C:15]#[CH:16])(C)C. (5) Given the product [CH2:1]([O:3][CH:4]([O:7][CH2:8][CH3:9])[C:5](=[S:11])[NH2:6])[CH3:2], predict the reactants needed to synthesize it. The reactants are: [CH2:1]([O:3][CH:4]([O:7][CH2:8][CH3:9])[C:5]#[N:6])[CH3:2].[NH4+]=[S:11]. (6) Given the product [CH3:22][O:23][C:24]1[CH:29]=[CH:28][C:27]([N:30]2[C:9]([C:6]3[CH:7]=[CH:8][C:3]([O:2][CH3:1])=[CH:4][CH:5]=3)=[CH:10][C:11]([C:13]3[CH:18]=[CH:17][C:16]([O:19][CH3:20])=[CH:15][CH:14]=3)=[N:31]2)=[CH:26][CH:25]=1, predict the reactants needed to synthesize it. The reactants are: [CH3:1][O:2][C:3]1[CH:8]=[CH:7][C:6]([C:9](=O)[CH2:10][C:11]([C:13]2[CH:18]=[CH:17][C:16]([O:19][CH3:20])=[CH:15][CH:14]=2)=O)=[CH:5][CH:4]=1.[CH3:22][O:23][C:24]1[CH:29]=[CH:28][C:27]([NH:30][NH2:31])=[CH:26][CH:25]=1.Cl. (7) Given the product [N:16]1([NH:22][C:13]([C:11]2[CH:10]=[CH:9][CH:8]=[C:7]([CH:1]3[CH2:2][CH2:3][CH2:4][CH2:5][CH2:6]3)[N:12]=2)=[O:15])[CH2:21][CH2:20][CH2:19][CH2:18][CH2:17]1, predict the reactants needed to synthesize it. The reactants are: [CH:1]1([C:7]2[N:12]=[C:11]([C:13]([OH:15])=O)[CH:10]=[CH:9][CH:8]=2)[CH2:6][CH2:5][CH2:4][CH2:3][CH2:2]1.[N:16]1([NH2:22])[CH2:21][CH2:20][CH2:19][CH2:18][CH2:17]1. (8) Given the product [CH3:13][C:14]([CH3:18])([CH3:17])[C:15]#[C:16][C:2]1[CH:3]=[C:4]([CH:10]=[CH:11][CH:12]=1)[C:5]([O:7][CH2:8][CH3:9])=[O:6], predict the reactants needed to synthesize it. The reactants are: Br[C:2]1[CH:3]=[C:4]([CH:10]=[CH:11][CH:12]=1)[C:5]([O:7][CH2:8][CH3:9])=[O:6].[CH3:13][C:14]([CH3:18])([CH3:17])[C:15]#[CH:16].C(N(CC)CC)C.